From a dataset of Peptide-MHC class II binding affinity with 134,281 pairs from IEDB. Regression. Given a peptide amino acid sequence and an MHC pseudo amino acid sequence, predict their binding affinity value. This is MHC class II binding data. (1) The peptide sequence is GRVIDLGCGRGGWCY. The MHC is DRB3_0202 with pseudo-sequence DRB3_0202. The binding affinity (normalized) is 0. (2) The peptide sequence is SPKSVIGRFVAEFKS. The MHC is DRB1_0101 with pseudo-sequence DRB1_0101. The binding affinity (normalized) is 0.845. (3) The peptide sequence is DWQQVPFCSHHFHELIM. The MHC is DRB1_0901 with pseudo-sequence DRB1_0901. The binding affinity (normalized) is 0.331. (4) The peptide sequence is NLADAVSKAPQLVPK. The MHC is DRB1_1501 with pseudo-sequence DRB1_1501. The binding affinity (normalized) is 0.0536. (5) The peptide sequence is ASTGGAYESYKFIPA. The MHC is HLA-DQA10501-DQB10301 with pseudo-sequence HLA-DQA10501-DQB10301. The binding affinity (normalized) is 0.395. (6) The peptide sequence is EVLYLKPGAGVYRSLKKQLE. The MHC is DRB1_0102 with pseudo-sequence DRB1_0102. The binding affinity (normalized) is 0. (7) The MHC is DRB3_0101 with pseudo-sequence DRB3_0101. The binding affinity (normalized) is 0.150. The peptide sequence is AAASWDALAAELASA. (8) The peptide sequence is GVMYNLWKMKTGRRG. The MHC is HLA-DQA10501-DQB10402 with pseudo-sequence HLA-DQA10501-DQB10402. The binding affinity (normalized) is 0.851. (9) The peptide sequence is EYLNKIQNSLSTEWS. The MHC is HLA-DQA10301-DQB10302 with pseudo-sequence HLA-DQA10301-DQB10302. The binding affinity (normalized) is 0.312. (10) The peptide sequence is SLIYRRRLMKQDFSV. The MHC is DRB1_0701 with pseudo-sequence DRB1_0701. The binding affinity (normalized) is 0.